This data is from Full USPTO retrosynthesis dataset with 1.9M reactions from patents (1976-2016). The task is: Predict the reactants needed to synthesize the given product. (1) Given the product [Br:30][C:4]1[N:3]=[N:2][NH:1][C:5]=1[C:6]([NH:9][S:10]([C:13]1[CH:14]=[CH:15][C:16]([C:19]2[CH:24]=[CH:23][C:22]([C:25]([F:26])([F:27])[F:28])=[CH:21][CH:20]=2)=[CH:17][CH:18]=1)(=[O:12])=[O:11])([CH3:8])[CH3:7], predict the reactants needed to synthesize it. The reactants are: [NH:1]1[C:5]([C:6]([NH:9][S:10]([C:13]2[CH:18]=[CH:17][C:16]([C:19]3[CH:24]=[CH:23][C:22]([C:25]([F:28])([F:27])[F:26])=[CH:21][CH:20]=3)=[CH:15][CH:14]=2)(=[O:12])=[O:11])([CH3:8])[CH3:7])=[CH:4][N:3]=[N:2]1.O.[Br:30]Br.CCOC(C)=O. (2) Given the product [Cl:1][C:2]1[CH:21]=[CH:20][C:5]([O:6][C:7]2[CH:12]=[CH:11][C:10]([N:13]3[CH2:18][CH2:17][CH2:16][NH:15][C:14]3=[S:38])=[CH:9][CH:8]=2)=[CH:4][CH:3]=1, predict the reactants needed to synthesize it. The reactants are: [Cl:1][C:2]1[CH:21]=[CH:20][C:5]([O:6][C:7]2[CH:12]=[CH:11][C:10]([N:13]3[CH2:18][CH2:17][CH2:16][NH:15][C:14]3=O)=[CH:9][CH:8]=2)=[CH:4][CH:3]=1.COC1CCCC1.COC1C=CC(P2(SP(C3C=CC(OC)=CC=3)(=S)S2)=[S:38])=CC=1. (3) The reactants are: Br[C:2]1[CH:7]=[CH:6][C:5]([CH2:8][OH:9])=[C:4]([F:10])[CH:3]=1.[CH3:11][N:12]1[CH:16]=[C:15](B2OC(C)(C)C(C)(C)O2)[CH:14]=[N:13]1.C(=O)([O-])[O-].[Cs+].[Cs+].C1COCC1. Given the product [F:10][C:4]1[CH:3]=[C:2]([C:15]2[CH:14]=[N:13][N:12]([CH3:11])[CH:16]=2)[CH:7]=[CH:6][C:5]=1[CH2:8][OH:9], predict the reactants needed to synthesize it. (4) Given the product [N:40]([CH2:12][C@H:13]1[O:18][C@@:17]2([C:26]3[C:21](=[CH:22][C:23]([Cl:36])=[C:24]([CH2:27][C:28]4[CH:33]=[CH:32][C:31]([CH2:34][CH3:35])=[CH:30][CH:29]=4)[CH:25]=3)[CH2:20][O:19]2)[C@H:16]([OH:37])[C@@H:15]([OH:38])[C@@H:14]1[OH:39])=[N+:41]=[N-:42], predict the reactants needed to synthesize it. The reactants are: CC1C=CC(S(O[CH2:12][C@H:13]2[O:18][C@@:17]3([C:26]4[C:21](=[CH:22][C:23]([Cl:36])=[C:24]([CH2:27][C:28]5[CH:33]=[CH:32][C:31]([CH2:34][CH3:35])=[CH:30][CH:29]=5)[CH:25]=4)[CH2:20][O:19]3)[C@H:16]([OH:37])[C@@H:15]([OH:38])[C@@H:14]2[OH:39])(=O)=O)=CC=1.[N-:40]=[N+:41]=[N-:42].[Na+].O. (5) Given the product [N+:17]([C:5]1[CH:4]=[C:12]2[C:8]([CH:9]=[C:10]([C:13]([O:15][CH3:16])=[O:14])[NH:11]2)=[CH:7][CH:6]=1)([O-:19])=[O:18], predict the reactants needed to synthesize it. The reactants are: [N+]([C:4]1[CH:5]=[CH:6][CH:7]=[C:8]2[C:12]=1[NH:11][C:10]([C:13]([O:15][CH3:16])=[O:14])=[CH:9]2)([O-])=O.[N+:17](C1C=C2C(=CC=1)NC(C(OC)=O)=C2)([O-:19])=[O:18].[N+](C1C=CC(C=O)=CC=1)([O-])=O.N(CC(OC)=O)=[N+]=[N-]. (6) Given the product [Cl:1][C:2]1[CH:7]=[CH:6][C:5]([O:8][C:10]2[CH:15]=[CH:14][C:13]([CH3:16])=[CH:12][N:11]=2)=[CH:4][CH:3]=1, predict the reactants needed to synthesize it. The reactants are: [Cl:1][C:2]1[CH:7]=[CH:6][C:5]([OH:8])=[CH:4][CH:3]=1.Br[C:10]1[CH:15]=[CH:14][C:13]([CH3:16])=[CH:12][N:11]=1.C([O-])([O-])=O.[K+].[K+]. (7) Given the product [N:20]1([C:5]([C:4]2[CH:8]=[CH:9][CH:10]=[CH:11][C:3]=2[C:1]#[N:2])=[O:7])[CH2:19][CH2:18][CH2:16][CH2:21]1, predict the reactants needed to synthesize it. The reactants are: [C:1]([C:3]1[CH:11]=[CH:10][CH:9]=[CH:8][C:4]=1[C:5]([OH:7])=O)#[N:2].C(Cl)CCl.[CH:16]1[CH:21]=[N:20][C:19]2N(O)N=N[C:18]=2C=1.CCN(C(C)C)C(C)C.N1CCCC1. (8) Given the product [C:1]([C:3]1[CH:8]=[CH:7][C:6]([N:9]2[C:13](=[O:14])[C:12]([CH3:16])([CH3:15])[N:11]([C:17]3[CH:18]=[CH:19][C:20]([O:21][CH2:22][CH2:23][CH2:24][CH2:25][CH2:26][O:27][CH2:28][CH2:29][CH2:30][O:31][CH2:32][C:33]([OH:35])=[O:34])=[CH:40][CH:41]=3)[C:10]2=[S:42])=[CH:5][C:4]=1[C:43]([F:44])([F:46])[F:45])#[N:2], predict the reactants needed to synthesize it. The reactants are: [C:1]([C:3]1[CH:8]=[CH:7][C:6]([N:9]2[C:13](=[O:14])[C:12]([CH3:16])([CH3:15])[N:11]([C:17]3[CH:41]=[CH:40][C:20]([O:21][CH2:22][CH2:23][CH2:24][CH2:25][CH2:26][O:27][CH2:28][CH2:29][CH2:30][O:31][CH2:32][C:33]([O:35]C(C)(C)C)=[O:34])=[CH:19][CH:18]=3)[C:10]2=[S:42])=[CH:5][C:4]=1[C:43]([F:46])([F:45])[F:44])#[N:2].Cl. (9) Given the product [F:23][C:24]([F:33])([F:34])[C:25]1[CH:26]=[C:27]([CH:30]=[CH:31][CH:32]=1)[CH2:28][N:1]1[CH2:6][CH2:5][CH2:4][CH2:3][C@@H:2]1[C:7]([NH:9][C:10]1([C:13]2[CH:14]=[CH:15][C:16]([C:17]([O:19][CH3:20])=[O:18])=[CH:21][CH:22]=2)[CH2:12][CH2:11]1)=[O:8], predict the reactants needed to synthesize it. The reactants are: [NH:1]1[CH2:6][CH2:5][CH2:4][CH2:3][C@@H:2]1[C:7]([NH:9][C:10]1([C:13]2[CH:22]=[CH:21][C:16]([C:17]([O:19][CH3:20])=[O:18])=[CH:15][CH:14]=2)[CH2:12][CH2:11]1)=[O:8].[F:23][C:24]([F:34])([F:33])[C:25]1[CH:26]=[C:27]([CH:30]=[CH:31][CH:32]=1)[CH2:28]Br.C([O-])([O-])=O.[Na+].[Na+].